This data is from Reaction yield outcomes from USPTO patents with 853,638 reactions. The task is: Predict the reaction yield, written as a fraction of the theoretical maximum amount of product (1.0 means a 100% yield; for example, 0.34 means a 34% yield). (1) The reactants are [C:1]([O:5][C:6](=[O:28])[NH:7][C:8]([C:10]1[S:11][C:12]([S:26][CH3:27])=[C:13]([S:15]([C:18]2[CH:23]=[C:22]([OH:24])[CH:21]=[C:20](Br)[CH:19]=2)(=[O:17])=[O:16])[CH:14]=1)=[NH:9])([CH3:4])([CH3:3])[CH3:2].[Cl:29][C:30]1[CH:35]=[CH:34][CH:33]=[CH:32][C:31]=1B(O)O.C([O-])([O-])=O.[Na+].[Na+]. The catalyst is C1C=CC([P]([Pd]([P](C2C=CC=CC=2)(C2C=CC=CC=2)C2C=CC=CC=2)([P](C2C=CC=CC=2)(C2C=CC=CC=2)C2C=CC=CC=2)[P](C2C=CC=CC=2)(C2C=CC=CC=2)C2C=CC=CC=2)(C2C=CC=CC=2)C2C=CC=CC=2)=CC=1. The product is [C:1]([O:5][C:6](=[O:28])[NH:7][C:8]([C:10]1[S:11][C:12]([S:26][CH3:27])=[C:13]([S:15]([C:18]2[CH:19]=[C:20]([C:31]3[CH:32]=[CH:33][CH:34]=[CH:35][C:30]=3[Cl:29])[CH:21]=[C:22]([OH:24])[CH:23]=2)(=[O:17])=[O:16])[CH:14]=1)=[NH:9])([CH3:4])([CH3:3])[CH3:2]. The yield is 0.240. (2) The reactants are C([Li])CCC.[CH3:6][C:7]1[N:8]=[CH:9][N:10]([C:12]([C:25]2[CH:30]=[CH:29][CH:28]=[CH:27][CH:26]=2)([C:19]2[CH:24]=[CH:23][CH:22]=[CH:21][CH:20]=2)[C:13]2[CH:18]=[CH:17][CH:16]=[CH:15][CH:14]=2)[CH:11]=1.[CH2:31]=[O:32]. The catalyst is O1CCCC1. The product is [CH3:6][C:7]1[N:8]=[C:9]([CH2:31][OH:32])[N:10]([C:12]([C:13]2[CH:18]=[CH:17][CH:16]=[CH:15][CH:14]=2)([C:19]2[CH:20]=[CH:21][CH:22]=[CH:23][CH:24]=2)[C:25]2[CH:30]=[CH:29][CH:28]=[CH:27][CH:26]=2)[CH:11]=1. The yield is 0.570. (3) The reactants are [N:1]1[CH:6]=[CH:5][CH:4]=[N:3][C:2]=1[C:7]1[CH:12]=[CH:11][C:10]([NH:13]C(=O)C(C)(C)C)=[CH:9][CH:8]=1.[OH-].[Na+]. The catalyst is Cl. The product is [N:1]1[CH:6]=[CH:5][CH:4]=[N:3][C:2]=1[C:7]1[CH:8]=[CH:9][C:10]([NH2:13])=[CH:11][CH:12]=1. The yield is 0.880. (4) The reactants are Br[C:2](Br)=[CH:3][C:4]1(C=O)[CH:13]=[CH:12][C:11]2[CH2:10][N:9]([CH:14]3[CH2:16][CH2:15]3)[CH2:8][C:7]([CH3:18])([CH3:17])[C:6]=2[CH2:5]1.C([Li])CCC. The catalyst is O1CCCC1. The product is [CH:14]1([N:9]2[CH2:8][C:7]([CH3:17])([CH3:18])[C:6]3[C:11](=[CH:12][CH:13]=[C:4]([C:3]#[CH:2])[CH:5]=3)[CH2:10]2)[CH2:16][CH2:15]1. The yield is 0.940. (5) The reactants are C(OC([N:8]1[CH2:13][CH2:12][N:11]([C:14]2[N:15]([CH3:27])[C:16](=[O:26])[CH:17]=[C:18]([C:20]3[CH:25]=[CH:24][N:23]=[CH:22][N:21]=3)[N:19]=2)[C@H:10]([CH3:28])[CH2:9]1)=O)(C)(C)C.Cl. The catalyst is C(OCC)(=O)C. The product is [CH3:27][N:15]1[C:16](=[O:26])[CH:17]=[C:18]([C:20]2[CH:25]=[CH:24][N:23]=[CH:22][N:21]=2)[N:19]=[C:14]1[N:11]1[CH2:12][CH2:13][NH:8][CH2:9][C@H:10]1[CH3:28]. The yield is 0.910. (6) The reactants are [CH:1]([C:3]1[NH:7][C:6]([CH3:8])=[C:5]([CH2:9][CH2:10][C:11]([OH:13])=[O:12])[C:4]=1[CH3:14])=O.[NH:15]1[C:23]2[C:18](=[CH:19][CH:20]=[CH:21][CH:22]=2)[CH2:17][C:16]1=[O:24].[OH-].[Na+]. The catalyst is O. The product is [CH3:8][C:6]1[NH:7][C:3]([CH:1]=[C:17]2[C:18]3[C:23](=[CH:22][CH:21]=[CH:20][CH:19]=3)[NH:15][C:16]2=[O:24])=[C:4]([CH3:14])[C:5]=1[CH2:9][CH2:10][C:11]([OH:13])=[O:12]. The yield is 0.910. (7) The reactants are [I:1][C:2]([I:34])=[CH:3][C@@H:4]1[O:8][C:7]([CH3:10])([CH3:9])[O:6][C@@H:5]1[CH:11]([OH:33])[CH2:12][O:13][C:14]([C:27]1[CH:32]=[CH:31][CH:30]=[CH:29][CH:28]=1)([C:21]1[CH:26]=[CH:25][CH:24]=[CH:23][CH:22]=1)[C:15]1[CH:20]=[CH:19][CH:18]=[CH:17][CH:16]=1.[Cr](O[Cr]([O-])(=O)=O)([O-])(=O)=O.[NH+]1C=CC=CC=1.[NH+]1C=CC=CC=1. The catalyst is ClCCl. The product is [I:34][C:2]([I:1])=[CH:3][C@@H:4]1[O:8][C:7]([CH3:10])([CH3:9])[O:6][C@@H:5]1[C:11](=[O:33])[CH2:12][O:13][C:14]([C:27]1[CH:32]=[CH:31][CH:30]=[CH:29][CH:28]=1)([C:15]1[CH:20]=[CH:19][CH:18]=[CH:17][CH:16]=1)[C:21]1[CH:26]=[CH:25][CH:24]=[CH:23][CH:22]=1. The yield is 0.670.